This data is from Forward reaction prediction with 1.9M reactions from USPTO patents (1976-2016). The task is: Predict the product of the given reaction. (1) Given the reactants [BH3-]C#N.[Na+].[NH2:5][CH2:6][CH:7]1[CH2:16][CH2:15][CH2:14][C:13]2[C:12]([O:17][C:18]3[CH:26]=[CH:25][C:21]([C:22]([NH2:24])=[O:23])=[CH:20][N:19]=3)=[CH:11][CH:10]=[CH:9][C:8]1=2.[C:27]1(=O)[CH2:32][CH2:31][CH2:30][CH2:29][CH2:28]1, predict the reaction product. The product is: [CH:27]1([NH:5][CH2:6][CH:7]2[CH2:16][CH2:15][CH2:14][C:13]3[C:12]([O:17][C:18]4[CH:26]=[CH:25][C:21]([C:22]([NH2:24])=[O:23])=[CH:20][N:19]=4)=[CH:11][CH:10]=[CH:9][C:8]2=3)[CH2:32][CH2:31][CH2:30][CH2:29][CH2:28]1. (2) Given the reactants [OH:1][C:2]([CH3:35])([CH3:34])[CH2:3][C@@:4]1([C:28]2[CH:33]=[CH:32][CH:31]=[CH:30][CH:29]=2)[O:9][C:8](=[O:10])[N:7]([C@H:11]([C:13]2[CH:18]=[CH:17][C:16](B3OC(C)(C)C(C)(C)O3)=[CH:15][CH:14]=2)[CH3:12])[CH2:6][CH2:5]1.Br[C:37]1[S:41][C:40]([CH3:42])=[N:39][C:38]=1[CH3:43], predict the reaction product. The product is: [CH3:42][C:40]1[S:41][C:37]([C:16]2[CH:15]=[CH:14][C:13]([C@@H:11]([N:7]3[CH2:6][CH2:5][C@:4]([CH2:3][C:2]([OH:1])([CH3:34])[CH3:35])([C:28]4[CH:33]=[CH:32][CH:31]=[CH:30][CH:29]=4)[O:9][C:8]3=[O:10])[CH3:12])=[CH:18][CH:17]=2)=[C:38]([CH3:43])[N:39]=1.